Dataset: Forward reaction prediction with 1.9M reactions from USPTO patents (1976-2016). Task: Predict the product of the given reaction. (1) Given the reactants [C:1](=[O:3])=[O:2].[CH:4]1([N:7]2[C:16]3[C:11](=[CH:12][C:13]([F:28])=[C:14]([N:19]4[CH2:27][C@H:26]5[C@H:21]([NH:22][CH2:23][CH2:24][CH2:25]5)[CH2:20]4)[C:15]=3[O:17][CH3:18])[C:10](=[O:29])[C:9]([C:30]([O:32][CH2:33][C:34]3[CH:39]=[CH:38][CH:37]=[CH:36][CH:35]=3)=[O:31])=[CH:8]2)[CH2:6][CH2:5]1.C(=O)([O-])[O-].[Cs+].[Cs+].Br[CH2:47][C:48]([NH:50][C:51]1[CH:56]=[CH:55][C:54]([CH2:57][CH:58]([P:67](=[O:74])([O:71][CH2:72][CH3:73])[O:68][CH2:69][CH3:70])[P:59]([O:64][CH2:65][CH3:66])([O:61][CH2:62][CH3:63])=[O:60])=[CH:53][CH:52]=1)=[O:49], predict the reaction product. The product is: [CH2:69]([O:68][P:67]([CH:58]([P:59]([O:64][CH2:65][CH3:66])([O:61][CH2:62][CH3:63])=[O:60])[CH2:57][C:54]1[CH:55]=[CH:56][C:51]([NH:50][C:48]([CH2:47][O:2][C:1]([N:22]2[CH2:23][CH2:24][CH2:25][C@H:26]3[CH2:27][N:19]([C:14]4[C:15]([O:17][CH3:18])=[C:16]5[C:11]([C:10](=[O:29])[C:9]([C:30]([O:32][CH2:33][C:34]6[CH:35]=[CH:36][CH:37]=[CH:38][CH:39]=6)=[O:31])=[CH:8][N:7]5[CH:4]5[CH2:6][CH2:5]5)=[CH:12][C:13]=4[F:28])[CH2:20][C@@H:21]23)=[O:3])=[O:49])=[CH:52][CH:53]=1)([O:71][CH2:72][CH3:73])=[O:74])[CH3:70]. (2) Given the reactants [OH:1][C:2]1[CH:3]=[C:4]([CH:7]=[C:8]([OH:10])[CH:9]=1)[CH2:5][OH:6].C([O-])([O-])=O.[K+].[K+].[CH:17]1([CH2:20]Br)[CH2:19][CH2:18]1.Cl, predict the reaction product. The product is: [CH:17]1([CH2:20][O:1][C:2]2[CH:9]=[C:8]([OH:10])[CH:7]=[C:4]([CH2:5][OH:6])[CH:3]=2)[CH2:19][CH2:18]1. (3) Given the reactants Br[C:2]1[S:3][C:4]([C:7](=[O:13])[CH2:8][C:9]([CH3:12])([CH3:11])[CH3:10])=[CH:5][CH:6]=1.C([O-])([O-])=O.[Na+].[Na+].[C:20]([O:24][C:25]([NH:27][CH2:28][C:29]1[CH:34]=[CH:33][C:32](B(O)O)=[CH:31][CH:30]=1)=[O:26])([CH3:23])([CH3:22])[CH3:21].O, predict the reaction product. The product is: [C:20]([O:24][C:25]([NH:27][CH2:28][C:29]1[CH:34]=[CH:33][C:32]([C:2]2[S:3][C:4]([C:7](=[O:13])[CH2:8][C:9]([CH3:12])([CH3:11])[CH3:10])=[CH:5][CH:6]=2)=[CH:31][CH:30]=1)=[O:26])([CH3:23])([CH3:21])[CH3:22]. (4) Given the reactants [F:1][C:2]1[CH:7]=[C:6]([N+:8]([O-:10])=[O:9])[CH:5]=[CH:4][C:3]=1[N:11]1[CH2:16][CH2:15][N:14]([CH:17]([C:22]2[CH:27]=[CH:26][CH:25]=[CH:24][CH:23]=2)[C:18]([NH:20][OH:21])=[NH:19])[CH2:13][CH2:12]1.CCN(C(C)C)C(C)C.[C:37](Cl)(=O)[CH:38]([CH3:40])[CH3:39], predict the reaction product. The product is: [F:1][C:2]1[CH:7]=[C:6]([N+:8]([O-:10])=[O:9])[CH:5]=[CH:4][C:3]=1[N:11]1[CH2:16][CH2:15][N:14]([CH:17]([C:18]2[N:19]=[C:37]([CH:38]([CH3:40])[CH3:39])[O:21][N:20]=2)[C:22]2[CH:27]=[CH:26][CH:25]=[CH:24][CH:23]=2)[CH2:13][CH2:12]1. (5) Given the reactants COC(=O)[C:4]1[CH:5]=[CH:6][CH2:7][C:8](F)([N+:10]([O-:12])=[O:11])[CH:9]=1.Cl.[CH3:16][NH:17][CH3:18].[C:19](=[O:22])([O-])[O-:20].[K+].[K+].[CH3:25]S(C)=O, predict the reaction product. The product is: [CH3:25][O:20][C:19](=[O:22])[C:7]1[CH:6]=[C:5]([N:17]([CH3:18])[CH3:16])[CH:4]=[CH:9][C:8]=1[N+:10]([O-:12])=[O:11].